The task is: Predict the product of the given reaction.. This data is from Forward reaction prediction with 1.9M reactions from USPTO patents (1976-2016). Given the reactants C(=O)([O-])[O-].[K+].[K+].[NH:7]1[CH2:13][CH2:12][CH2:11][CH2:10][CH:9]([CH2:14][OH:15])[CH2:8]1.[CH2:16]([O:23][C:24](Cl)=[O:25])[C:17]1[CH:22]=[CH:21][CH:20]=[CH:19][CH:18]=1, predict the reaction product. The product is: [CH2:16]([O:23][C:24]([N:7]1[CH2:13][CH2:12][CH2:11][CH2:10][CH:9]([CH2:14][OH:15])[CH2:8]1)=[O:25])[C:17]1[CH:22]=[CH:21][CH:20]=[CH:19][CH:18]=1.